This data is from Catalyst prediction with 721,799 reactions and 888 catalyst types from USPTO. The task is: Predict which catalyst facilitates the given reaction. (1) Reactant: Cl[CH2:2][C:3]([NH:5][CH:6]([CH3:11])[C:7](OC)=[O:8])=[O:4].[NH3:12]. Product: [CH3:11][CH:6]1[NH:5][C:3](=[O:4])[CH2:2][NH:12][C:7]1=[O:8]. The catalyst class is: 8. (2) Reactant: CN(C=O)C.[CH3:6][O:7][C:8]1[CH:9]=[C:10]([C:20]#[C:21][C:22]([OH:24])=O)[CH:11]=[CH:12][C:13]=1[N:14]1[CH:18]=[C:17]([CH3:19])[N:16]=[CH:15]1.[NH2:25][CH:26]1[C:38]2[CH:37]=[CH:36][CH:35]=[CH:34][C:33]=2[C:32]2[C:27]1=[CH:28][CH:29]=[CH:30][CH:31]=2.F[P-](F)(F)(F)(F)F.N1(O[P+](N(C)C)(N(C)C)N(C)C)C2C=CC=CC=2N=N1. Product: [CH:37]1[C:38]2[CH:26]([NH:25][C:22](=[O:24])[C:21]#[C:20][C:10]3[CH:11]=[CH:12][C:13]([N:14]4[CH:18]=[C:17]([CH3:19])[N:16]=[CH:15]4)=[C:8]([O:7][CH3:6])[CH:9]=3)[C:27]3[C:32](=[CH:31][CH:30]=[CH:29][CH:28]=3)[C:33]=2[CH:34]=[CH:35][CH:36]=1. The catalyst class is: 146. (3) Product: [CH3:7][C:8]1[C:13]([N+:14]([O-:16])=[O:15])=[CH:12][CH:11]=[CH:10][C:9]=1[CH2:41][CH2:40][N:36]([CH2:37][CH2:38][CH3:39])[CH2:28][CH2:27][CH3:26]. The catalyst class is: 13. Reactant: C([O-])(=O)C([O-])=O.[CH3:7][C:8]1[C:13]([N+:14]([O-:16])=[O:15])=[CH:12][CH:11]=[CH:10][C:9]=1[N+](CC)(CCC)CCC.[CH3:26][C:27]1C([N+]([O-])=O)=CC=C[C:28]=1[N+:36](CC)([CH2:40][CH2:41]C)[CH2:37][CH2:38][CH3:39].[OH-].[Na+]. (4) Reactant: [C:1]([O:5][C:6]([N:8]1[CH2:13][CH2:12][N:11]([C:14]([O:16][CH2:17][C@@:18]([OH:30])([CH3:29])[CH2:19][N:20]2[CH:24]=[C:23]([N+:25]([O-:27])=[O:26])[N:22]=[C:21]2Cl)=[O:15])[CH2:10][CH2:9]1)=[O:7])([CH3:4])([CH3:3])[CH3:2].[H-].[Na+]. Product: [C:1]([O:5][C:6]([N:8]1[CH2:13][CH2:12][N:11]([C:14]([O:16][CH2:17][C@:18]2([CH3:29])[O:30][C:21]3=[N:22][C:23]([N+:25]([O-:27])=[O:26])=[CH:24][N:20]3[CH2:19]2)=[O:15])[CH2:10][CH2:9]1)=[O:7])([CH3:4])([CH3:3])[CH3:2]. The catalyst class is: 3. (5) Reactant: [Br:1][C:2]1[CH:8]=[CH:7][C:5]([NH2:6])=[CH:4][CH:3]=1.[CH:9](OC)(OC)OC.[N-:16]=[N+:17]=[N-:18].[Na+].Cl.N([O-])=O.[Na+]. Product: [Br:1][C:2]1[CH:8]=[CH:7][C:5]([N:6]2[CH:9]=[N:18][N:17]=[N:16]2)=[CH:4][CH:3]=1. The catalyst class is: 313. (6) Reactant: [CH3:1][C:2]1[C:6]([I:7])=[C:5]([CH3:8])[NH:4][N:3]=1.[H-].[Na+].[CH:11]1(OS(C)(=O)=O)[CH2:15][CH:14]=[CH:13][CH2:12]1.O. Product: [CH:14]1([N:3]2[C:2]([CH3:1])=[C:6]([I:7])[C:5]([CH3:8])=[N:4]2)[CH2:13][CH:12]=[CH:11][CH2:15]1. The catalyst class is: 3. (7) Reactant: [F:1][C:2]1[CH:7]=[C:6]([F:8])[CH:5]=[CH:4][C:3]=1[C:9]1[N:10]=[C:11]2[N:15]([C:16]=1[C:17]1[CH:18]=[CH:19][C:20]([NH:23][NH2:24])=[N:21][CH:22]=1)[CH:14]=[CH:13][O:12]2.[CH3:25][CH:26]([CH3:29])[CH:27]=O.C(O)(=O)C.C(O)(=O)C.IC1C=CC=CC=1. Product: [F:1][C:2]1[CH:7]=[C:6]([F:8])[CH:5]=[CH:4][C:3]=1[C:9]1[N:10]=[C:11]2[N:15]([C:16]=1[C:17]1[CH:18]=[CH:19][C:20]3[N:21]([C:25]([CH:26]([CH3:29])[CH3:27])=[N:24][N:23]=3)[CH:22]=1)[CH:14]=[CH:13][O:12]2. The catalyst class is: 5. (8) Reactant: [Cl:1][C:2]1[CH:10]=[C:9]2[C:5]([CH2:6][CH2:7]/[C:8]/2=[C:11](/[C:17]#[N:18])\C(OCC)=O)=[CH:4][CH:3]=1.[C-:19]#[N:20].[K+]. Product: [Cl:1][C:2]1[CH:10]=[C:9]2[C:5]([CH2:6][CH2:7][C:8]2([CH2:11][C:17]#[N:18])[C:19]#[N:20])=[CH:4][CH:3]=1. The catalyst class is: 40.